From a dataset of Full USPTO retrosynthesis dataset with 1.9M reactions from patents (1976-2016). Predict the reactants needed to synthesize the given product. (1) Given the product [OH:6][C:5]1([CH2:16][N+:13]([O-:15])=[O:14])[C:7]2[C:12](=[CH:11][CH:10]=[CH:9][CH:8]=2)[N:2]([CH3:1])[C:3]1=[O:4], predict the reactants needed to synthesize it. The reactants are: [CH3:1][N:2]1[C:12]2[C:7](=[CH:8][CH:9]=[CH:10][CH:11]=2)[C:5](=[O:6])[C:3]1=[O:4].[N+:13]([CH3:16])([O-:15])=[O:14]. (2) Given the product [C:1]([C:5]1[S:9]/[C:8](=[N:10]\[C:11](=[O:21])[C:12]2[CH:17]=[C:16]([Cl:18])[CH:15]=[CH:14][C:13]=2[O:19][CH3:20])/[N:7]([CH2:24][CH2:23][C:22]#[N:25])[CH:6]=1)([CH3:4])([CH3:2])[CH3:3], predict the reactants needed to synthesize it. The reactants are: [C:1]([C:5]1[S:9][C:8]([NH:10][C:11](=[O:21])[C:12]2[CH:17]=[C:16]([Cl:18])[CH:15]=[CH:14][C:13]=2[O:19][CH3:20])=[N:7][CH:6]=1)([CH3:4])([CH3:3])[CH3:2].[C:22](#[N:25])[CH:23]=[CH2:24]. (3) Given the product [NH2:24][C:8]1[N:7]=[C:6]([NH:5][CH2:1][CH2:2][CH2:3][CH3:4])[N:14]=[C:13]2[C:9]=1[NH:10][C:11](=[O:22])[N:12]2[CH2:15][CH:16]1[CH2:17][CH2:18][O:19][CH2:20][CH2:21]1, predict the reactants needed to synthesize it. The reactants are: [CH2:1]([NH:5][C:6]1[N:14]=[C:13]2[C:9]([N:10]=[C:11]([O:22]C)[N:12]2[CH2:15][CH:16]2[CH2:21][CH2:20][O:19][CH2:18][CH2:17]2)=[C:8]([NH2:24])[N:7]=1)[CH2:2][CH2:3][CH3:4].Cl.[OH-].[Na+]. (4) Given the product [CH3:21][C:20]([CH3:23])([CH3:22])[C:19]([C:18]1[C:12]2[C:13](=[N:14][CH:15]=[C:10]([C:6]3[CH:7]=[C:2]4[C:3]([CH:53]=[CH:54][N:1]4[CH:9]4[CH2:8][CH2:38][NH:40][CH2:41][CH2:42]4)=[CH:4][CH:5]=3)[N:11]=2)[NH:16][CH:17]=1)=[O:24], predict the reactants needed to synthesize it. The reactants are: [NH:1]1[C:9]2[C:4](=[CH:5][C:6]([C:10]3[N:11]=[C:12]4[C:18]([C:19](=[O:24])[C:20]([CH3:23])([CH3:22])[CH3:21])=[CH:17][N:16](COCC[Si](C)(C)C)[C:13]4=[N:14][CH:15]=3)=[CH:7][CH:8]=2)[CH:3]=[CH:2]1.C(O[C:38]([N:40]1CCC(OS(C)(=O)=O)[CH2:42][CH2:41]1)=O)(C)(C)C.Cl.Cl[CH2:53][C:54]1C=CC=CN=1.